Dataset: Forward reaction prediction with 1.9M reactions from USPTO patents (1976-2016). Task: Predict the product of the given reaction. (1) The product is: [Cl:20][C:15]1[C:16]([O:18][CH3:19])=[CH:17][C:12]2[O:11][CH:10]([C:21]([N:23]3[CH2:28][CH2:27][C:26]([C:29]([F:38])([F:37])[C:30]4[CH:35]=[CH:34][C:33]([F:36])=[CH:32][CH:31]=4)([C:39]#[N:40])[CH2:25][CH2:24]3)=[O:22])[CH2:9][NH:8][C:13]=2[CH:14]=1. Given the reactants C(OC([N:8]1[C:13]2[CH:14]=[C:15]([Cl:20])[C:16]([O:18][CH3:19])=[CH:17][C:12]=2[O:11][CH:10]([C:21]([N:23]2[CH2:28][CH2:27][C:26]([C:39]#[N:40])([C:29]([F:38])([F:37])[C:30]3[CH:35]=[CH:34][C:33]([F:36])=[CH:32][CH:31]=3)[CH2:25][CH2:24]2)=[O:22])[CH2:9]1)=O)(C)(C)C.C(O)(C(F)(F)F)=O.C([O-])(O)=O.[Na+], predict the reaction product. (2) Given the reactants C(N(CC)CC)C.[F:8][C:9]([F:28])([F:27])[C:10]1[CH:15]=[CH:14][C:13]([C:16]2[CH:17]=[C:18]3[C:23](=[CH:24][CH:25]=2)[NH:22][C:21](=[O:26])[CH2:20][CH2:19]3)=[CH:12][CH:11]=1.[C:29](Cl)(=[O:31])[CH3:30], predict the reaction product. The product is: [C:29]([N:22]1[C:23]2[C:18](=[CH:17][C:16]([C:13]3[CH:12]=[CH:11][C:10]([C:9]([F:8])([F:27])[F:28])=[CH:15][CH:14]=3)=[CH:25][CH:24]=2)[CH2:19][CH2:20][C:21]1=[O:26])(=[O:31])[CH3:30]. (3) Given the reactants [CH3:1][N:2]1[C:6]([C@H:7]2[CH2:12][C@@H:11]([C:13]3[O:17][NH:16][C:15](=[O:18])[CH:14]=3)[CH2:10][CH2:9][N:8]2C(OCC2C=CC=CC=2)=O)=[N:5][N:4]=[N:3]1.Br, predict the reaction product. The product is: [CH3:1][N:2]1[C:6]([C@H:7]2[CH2:12][C@@H:11]([C:13]3[O:17][NH:16][C:15](=[O:18])[CH:14]=3)[CH2:10][CH2:9][NH:8]2)=[N:5][N:4]=[N:3]1. (4) Given the reactants C([O:4][CH2:5][C:6]1[C:11]([C:12]2[CH:17]=[C:16]([NH:18][C:19]3[CH:24]=[CH:23][C:22]([C:25]([N:27]4[CH2:32][CH2:31][C:30]([OH:34])([CH3:33])[CH2:29][CH2:28]4)=[O:26])=[CH:21][N:20]=3)[C:15](=[O:35])[N:14]([CH3:36])[N:13]=2)=[CH:10][CH:9]=[CH:8][C:7]=1[N:37]1[N:46]=[CH:45][C:44]2[C:39](=[C:40]([F:51])[CH:41]=[C:42]([C:47]([CH3:50])([CH3:49])[CH3:48])[CH:43]=2)[C:38]1=[O:52])(=O)C.[Li+].[OH-], predict the reaction product. The product is: [C:47]([C:42]1[CH:43]=[C:44]2[C:39](=[C:40]([F:51])[CH:41]=1)[C:38](=[O:52])[N:37]([C:7]1[CH:8]=[CH:9][CH:10]=[C:11]([C:12]3[CH:17]=[C:16]([NH:18][C:19]4[CH:24]=[CH:23][C:22]([C:25]([N:27]5[CH2:28][CH2:29][C:30]([OH:34])([CH3:33])[CH2:31][CH2:32]5)=[O:26])=[CH:21][N:20]=4)[C:15](=[O:35])[N:14]([CH3:36])[N:13]=3)[C:6]=1[CH2:5][OH:4])[N:46]=[CH:45]2)([CH3:48])([CH3:49])[CH3:50]. (5) Given the reactants [CH2:1]([O:8][C:9]1[CH:25]=[CH:24][C:12]([CH2:13][CH:14]([CH2:20][CH2:21][CH2:22][CH3:23])[C:15]([O:17][CH2:18][CH3:19])=[O:16])=[CH:11][CH:10]=1)[C:2]1[CH:7]=[CH:6][CH:5]=[CH:4][CH:3]=1.CI.[CH:28]1(NC(C)C)CCCCC1, predict the reaction product. The product is: [CH2:1]([O:8][C:9]1[CH:10]=[CH:11][C:12]([CH2:13][C:14]([CH3:28])([CH2:20][CH2:21][CH2:22][CH3:23])[C:15]([O:17][CH2:18][CH3:19])=[O:16])=[CH:24][CH:25]=1)[C:2]1[CH:3]=[CH:4][CH:5]=[CH:6][CH:7]=1. (6) Given the reactants I[C:2]1[C:7]([CH3:8])=[CH:6][CH:5]=[CH:4][N:3]=1.Br[C:10]([F:17])([F:16])[C:11]([O:13][CH2:14][CH3:15])=[O:12].[Cl-].[NH4+], predict the reaction product. The product is: [F:16][C:10]([F:17])([C:2]1[C:7]([CH3:8])=[CH:6][CH:5]=[CH:4][N:3]=1)[C:11]([O:13][CH2:14][CH3:15])=[O:12].